Dataset: Reaction yield outcomes from USPTO patents with 853,638 reactions. Task: Predict the reaction yield, written as a fraction of the theoretical maximum amount of product (1.0 means a 100% yield; for example, 0.34 means a 34% yield). (1) The product is [C:9]1([CH3:19])[CH:14]=[CH:13][C:12]([S:15]([CH2:2][C@@H:3]2[NH:7][C:6](=[O:8])[CH2:5][CH2:4]2)(=[O:17])=[O:16])=[CH:11][CH:10]=1. The catalyst is C(Cl)Cl.CN(C)C1C=CN=CC=1. The yield is 0.890. The reactants are O[CH2:2][C@@H:3]1[NH:7][C:6](=[O:8])[CH2:5][CH2:4]1.[C:9]1([CH3:19])[CH:14]=[CH:13][C:12]([S:15](Cl)(=[O:17])=[O:16])=[CH:11][CH:10]=1. (2) The reactants are Cl.[NH2:2][C:3]1[CH:13]=[CH:12][C:6]([O:7][CH2:8][C:9]([OH:11])=[O:10])=[CH:5][CH:4]=1.Cl.[CH3:15]O. No catalyst specified. The product is [CH3:15][O:10][C:9](=[O:11])[CH2:8][O:7][C:6]1[CH:5]=[CH:4][C:3]([NH2:2])=[CH:13][CH:12]=1. The yield is 0.585.